Dataset: Full USPTO retrosynthesis dataset with 1.9M reactions from patents (1976-2016). Task: Predict the reactants needed to synthesize the given product. (1) Given the product [C:1]([OH:4])(=[O:3])[CH3:2].[C:1]([O:4][CH2:5][CH2:6][O:7][C:8]1[C:9]([F:57])=[C:10]([CH:16]([NH:39][C:40]2[CH:45]=[CH:44][C:43]([C:46](=[NH:47])[NH2:56])=[CH:42][CH:41]=2)[C:17]2[N:18]=[C:19]([O:28][CH2:29][O:30][C:31](=[O:38])[C:32]([CH3:37])([CH3:36])[CH2:33][O:34][CH3:35])[N:20]([C:22]3[N:27]=[CH:26][CH:25]=[CH:24][N:23]=3)[N:21]=2)[CH:11]=[C:12]([O:14][CH3:15])[CH:13]=1)(=[O:3])[CH3:2], predict the reactants needed to synthesize it. The reactants are: [C:1]([O:4][CH2:5][CH2:6][O:7][C:8]1[C:9]([F:57])=[C:10]([CH:16]([NH:39][C:40]2[CH:45]=[CH:44][C:43]([C:46]([NH2:56])=[N:47]C(=O)C3C=CC=CC=3)=[CH:42][CH:41]=2)[C:17]2[N:18]=[C:19]([O:28][CH2:29][O:30][C:31](=[O:38])[C:32]([CH3:37])([CH3:36])[CH2:33][O:34][CH3:35])[N:20]([C:22]3[N:27]=[CH:26][CH:25]=[CH:24][N:23]=3)[N:21]=2)[CH:11]=[C:12]([O:14][CH3:15])[CH:13]=1)(=[O:3])[CH3:2].CO. (2) Given the product [CH2:9]=[CH:10][C:11]1[CH:16]=[CH:15][CH:14]=[CH:13][CH:12]=1.[CH2:22]=[CH:23][C:24](=[CH2:25])[CH3:26].[CH2:9]=[CH:10][C:11]1[CH:16]=[CH:15][CH:14]=[CH:13][CH:12]=1, predict the reactants needed to synthesize it. The reactants are: CN(CCN(C)C)C.[CH2:9]=[CH:10][C:11]1[CH:16]=[CH:15][CH:14]=[CH:13][CH:12]=1.C([Li])CCC.[CH2:22]=[CH:23][C:24](=[CH2:26])[CH3:25].C[Si](C)(Cl)Cl. (3) Given the product [Cl:1][C:2]1[CH:7]=[CH:6][CH:5]=[C:4]([F:8])[C:3]=1[N:9]=[C:10]=[S:11], predict the reactants needed to synthesize it. The reactants are: [Cl:1][C:2]1[CH:7]=[CH:6][CH:5]=[C:4]([F:8])[C:3]=1[NH2:9].[C:10](Cl)(Cl)=[S:11].CN(C=O)C. (4) Given the product [C:35]1([C:34](=[O:42])[S:41][CH2:52][CH2:51][NH:50][C:46]2[CH:45]=[C:44]([CH3:43])[CH:49]=[CH:48][N:47]=2)[CH:40]=[CH:39][CH:38]=[CH:37][CH:36]=1, predict the reactants needed to synthesize it. The reactants are: C1(P(C2C=CC=CC=2)C2C=CC=CC=2)C=CC=CC=1.CC(OC(/N=N/C(OC(C)C)=O)=O)C.[C:34]([OH:42])(=[S:41])[C:35]1[CH:40]=[CH:39][CH:38]=[CH:37][CH:36]=1.[CH3:43][C:44]1[CH:49]=[CH:48][N:47]=[C:46]([NH:50][CH2:51][CH2:52]O)[CH:45]=1.